This data is from Full USPTO retrosynthesis dataset with 1.9M reactions from patents (1976-2016). The task is: Predict the reactants needed to synthesize the given product. (1) Given the product [NH2:1][C:2]1[CH:3]=[C:4]([CH:21]=[CH:22][C:23]=1[F:35])[C:5]([N:7]1[CH2:12][CH2:11][CH:10]([C:13]2[CH:20]=[CH:19][C:16]([C:17]#[N:18])=[CH:15][CH:14]=2)[CH2:9][CH2:8]1)=[O:6], predict the reactants needed to synthesize it. The reactants are: [NH2:1][C:2]1[CH:3]=[C:4]([CH:21]=[CH:22][C:23]=1C)[C:5]([N:7]1[CH2:12][CH2:11][CH:10]([C:13]2[CH:20]=[CH:19][C:16]([C:17]#[N:18])=[CH:15][CH:14]=2)[CH2:9][CH2:8]1)=[O:6].NC1C=C(C=CC=1[F:35])C(O)=O.C(C1C=CC(C2CCNCC2)=CC=1)#N. (2) Given the product [Cl:7][C:8]1[CH:9]=[CH:10][C:11]([C:14]2[S:18][C:17]([C:19]([N:42]([O:43][CH3:44])[CH3:41])=[O:20])=[C:16]([C:22]3[CH:27]=[CH:26][C:25]([S:28](=[O:31])(=[O:30])[N:29]=[CH:33][N:35]([CH3:38])[CH3:36])=[CH:24][CH:23]=3)[C:15]=2[CH3:32])=[CH:12][CH:13]=1, predict the reactants needed to synthesize it. The reactants are: C(Cl)(=O)C(Cl)=O.[Cl:7][C:8]1[CH:13]=[CH:12][C:11]([C:14]2[S:18][C:17]([C:19](O)=[O:20])=[C:16]([C:22]3[CH:27]=[CH:26][C:25]([S:28](=[O:31])(=[O:30])[NH2:29])=[CH:24][CH:23]=3)[C:15]=2[CH3:32])=[CH:10][CH:9]=1.[CH2:33]([N:35]([CH2:38]C)[CH2:36]C)C.Cl.[CH3:41][NH:42][O:43][CH3:44]. (3) Given the product [CH3:1][N:2]1[C:6]2[N:7]=[CH:8][CH:9]=[C:10]([NH2:11])[C:5]=2[C:4]([C:14]2[CH:22]=[C:21]3[C:17]([CH2:18][CH2:19][N:20]3[CH3:23])=[CH:16][CH:15]=2)=[CH:3]1, predict the reactants needed to synthesize it. The reactants are: [CH3:1][N:2]1[C:6]2=[N:7][CH:8]=[CH:9][C:10]([N+:11]([O-])=O)=[C:5]2[C:4]([C:14]2[CH:22]=[C:21]3[C:17]([CH2:18][CH2:19][N:20]3[CH3:23])=[CH:16][CH:15]=2)=[CH:3]1. (4) Given the product [C:1]([C:5]1[N:10]=[C:9]([CH3:11])[N:8]=[C:7]([N:12]2[CH2:13][CH2:14][N:15]([CH2:18][CH2:19][CH2:20][CH2:21][NH:22][C:28]([N:30]3[CH2:31][CH2:32][C:40]4[NH:41][C:42]5[CH:43]=[CH:44][C:36]([CH3:35])=[CH:37][C:38]=5[C:39]=4[CH2:34]3)=[O:29])[CH2:16][CH2:17]2)[CH:6]=1)([CH3:4])([CH3:2])[CH3:3], predict the reactants needed to synthesize it. The reactants are: [C:1]([C:5]1[N:10]=[C:9]([CH3:11])[N:8]=[C:7]([N:12]2[CH2:17][CH2:16][N:15]([CH2:18][CH2:19][CH2:20][CH2:21][NH2:22])[CH2:14][CH2:13]2)[CH:6]=1)([CH3:4])([CH3:3])[CH3:2].C1N=CN([C:28]([N:30]2[CH:34]=N[CH:32]=[CH:31]2)=[O:29])C=1.[CH3:35][C:36]1[CH:44]=[CH:43][C:42]2[NH:41][C:40]3CCNC[C:39]=3[C:38]=2[CH:37]=1. (5) Given the product [C:13]1(=[O:14])[N:9]([O:7][CH2:1][CH2:2][CH2:3][CH2:4][C:5]#[CH:6])[C:10](=[O:19])[C:11]2=[CH:18][CH:17]=[CH:16][CH:15]=[C:12]12, predict the reactants needed to synthesize it. The reactants are: [CH2:1]([OH:7])[CH2:2][CH2:3][CH2:4][C:5]#[CH:6].O[N:9]1[C:13](=[O:14])[C:12]2=[CH:15][CH:16]=[CH:17][CH:18]=[C:11]2[C:10]1=[O:19]. (6) The reactants are: [N:1]#[C:2][NH2:3].[CH3:4][S:5][CH:6]([C:8]1[CH:9]=[N:10][C:11]([C:14]([F:17])([F:16])[F:15])=[CH:12][CH:13]=1)[CH3:7].Cl[O-].[Ca+2].Cl[O-].S(S([O-])=O)([O-])(=O)=O.[Na+].[Na+]. Given the product [C:2]([N:3]=[S:5]([CH:6]([C:8]1[CH:9]=[N:10][C:11]([C:14]([F:17])([F:16])[F:15])=[CH:12][CH:13]=1)[CH3:7])[CH3:4])#[N:1], predict the reactants needed to synthesize it. (7) Given the product [CH2:22]([O:24][C:25](=[O:36])[C:26](=[CH:32][NH:14][C:13]1[N:9]([CH2:8][C:7]2[CH:6]=[CH:5][C:4]([O:3][CH3:2])=[CH:16][CH:15]=2)[N:10]=[CH:11][CH:12]=1)[C:27]([O:29][CH2:30][CH3:31])=[O:28])[CH3:23], predict the reactants needed to synthesize it. The reactants are: Cl.[CH3:2][O:3][C:4]1[CH:16]=[CH:15][C:7]([CH2:8][N:9]2[C:13]([NH2:14])=[CH:12][CH:11]=[N:10]2)=[CH:6][CH:5]=1.C(=O)(O)[O-].[Na+].[CH2:22]([O:24][C:25](=[O:36])[C:26](=[CH:32]OCC)[C:27]([O:29][CH2:30][CH3:31])=[O:28])[CH3:23]. (8) Given the product [Cl:1][C:2]1[N:7]=[CH:6][C:5]2[C:8]([NH:16][CH:17]3[CH2:21][N:20]([CH2:22][C:23]4[CH:28]=[CH:27][C:26]([O:29][CH3:30])=[CH:25][CH:24]=4)[C:19](=[O:31])[CH2:18]3)=[N:9][N:10]([CH:11]([CH3:13])[CH3:12])[C:4]=2[CH:3]=1, predict the reactants needed to synthesize it. The reactants are: [Cl:1][C:2]1[N:7]=[CH:6][C:5]2[C:8](I)=[N:9][N:10]([CH:11]([CH3:13])[CH3:12])[C:4]=2[CH:3]=1.Cl.[NH2:16][CH:17]1[CH2:21][N:20]([CH2:22][C:23]2[CH:28]=[CH:27][C:26]([O:29][CH3:30])=[CH:25][CH:24]=2)[C:19](=[O:31])[CH2:18]1.N1CCC[C@H]1C(O)=O.C(=O)([O-])[O-].[K+].[K+]. (9) Given the product [CH:9]([C:5]1[N:6]=[CH:7][S:8][C:4]=1[CH2:3][S:11][C:12]1[N:17]=[C:16]([OH:18])[CH:15]=[C:14]([C:19]([F:22])([F:20])[F:21])[N:13]=1)=[CH2:10], predict the reactants needed to synthesize it. The reactants are: Br.Br[CH2:3][C:4]1[S:8][CH:7]=[N:6][C:5]=1[CH:9]=[CH2:10].[SH:11][C:12]1[N:17]=[C:16]([OH:18])[CH:15]=[C:14]([C:19]([F:22])([F:21])[F:20])[N:13]=1.C(N(CC)CC)C. (10) Given the product [Br:1][C:2]1[CH:3]=[N:4][N:5]([C:7]2([CH:18]=[CH2:19])[CH2:10][N:9]([C:11]([O:13][C:14]([CH3:16])([CH3:15])[CH3:17])=[O:12])[CH2:8]2)[CH:6]=1, predict the reactants needed to synthesize it. The reactants are: [Br:1][C:2]1[CH:3]=[N:4][N:5]([C:7]2([CH2:18][CH2:19]OS(C)(=O)=O)[CH2:10][N:9]([C:11]([O:13][C:14]([CH3:17])([CH3:16])[CH3:15])=[O:12])[CH2:8]2)[CH:6]=1.[F-].C([N+](CCCC)(CCCC)CCCC)CCC.